The task is: Predict the reactants needed to synthesize the given product.. This data is from Full USPTO retrosynthesis dataset with 1.9M reactions from patents (1976-2016). (1) Given the product [CH3:22][S:23]([O:1][CH2:2][C@@H:3]1[CH2:7][CH2:6][N:5]([C:8]([O:10][C:11]([CH3:14])([CH3:13])[CH3:12])=[O:9])[CH2:4]1)(=[O:25])=[O:24], predict the reactants needed to synthesize it. The reactants are: [OH:1][CH2:2][C@@H:3]1[CH2:7][CH2:6][N:5]([C:8]([O:10][C:11]([CH3:14])([CH3:13])[CH3:12])=[O:9])[CH2:4]1.C(N(CC)CC)C.[CH3:22][S:23](Cl)(=[O:25])=[O:24].C(O)(=O)CC(CC(O)=O)(C(O)=O)O. (2) Given the product [OH:21][C:8]1[CH:9]=[C:10]([C:24]2[N:25]([C:34]([O:36][C:37]([CH3:40])([CH3:39])[CH3:38])=[O:35])[C:26]([C:29]3[S:30][CH:31]=[CH:32][N:33]=3)=[CH:27][CH:28]=2)[CH:11]=[C:6]([O:5][C@@H:4]([CH3:22])[CH2:3][O:2][CH3:1])[CH:7]=1, predict the reactants needed to synthesize it. The reactants are: [CH3:1][O:2][CH2:3][C@H:4]([CH3:22])[O:5][C:6]1[CH:7]=[C:8]([OH:21])[CH:9]=[C:10](B2OC(C)(C)C(C)(C)O2)[CH:11]=1.Br[C:24]1[N:25]([C:34]([O:36][C:37]([CH3:40])([CH3:39])[CH3:38])=[O:35])[C:26]([C:29]2[S:30][CH:31]=[CH:32][N:33]=2)=[CH:27][CH:28]=1.C(=O)([O-])[O-].[K+].[K+]. (3) Given the product [Br:17][C:11]1[C:10]([O:15][CH3:16])=[CH:9][CH:8]=[C:7]2[C:12]=1[CH:13]=[CH:14][C:5]([S:2]([CH3:1])(=[O:4])=[O:3])=[N:6]2, predict the reactants needed to synthesize it. The reactants are: [CH3:1][S:2]([C:5]1[CH:14]=[CH:13][C:12]2[C:7](=[CH:8][CH:9]=[C:10]([O:15][CH3:16])[CH:11]=2)[N:6]=1)(=[O:4])=[O:3].[Br:17]Br.C([O-])(O)=O.[Na+].S([O-])([O-])(=O)=S.[Na+].[Na+]. (4) Given the product [O:17]1[C:18]2[CH:19]=[CH:20][C:21]([C:9]3([OH:12])[C:10](=[O:11])[N:6]([CH2:1][CH2:2][CH2:3][CH2:4][CH3:5])[N:7]4[CH:15]=[CH:14][CH:13]=[C:8]34)=[CH:22][C:23]=2[O:24][CH2:16]1, predict the reactants needed to synthesize it. The reactants are: [CH2:1]([N:6]1[C:10](=[O:11])[C:9](=[O:12])[C:8]2=[CH:13][CH:14]=[CH:15][N:7]12)[CH2:2][CH2:3][CH2:4][CH3:5].[CH2:16]1[O:24][C:23]2[C:18](=[CH:19][CH:20]=[C-:21][CH:22]=2)[O:17]1.[Mg+2].[Br-]. (5) Given the product [N:1]1([CH2:6][C:7]2[CH:8]=[CH:9][C:10]([C:14]3[CH:19]=[CH:18][CH:17]=[CH:16][CH:15]=3)=[N:11][CH:12]=2)[CH:5]=[CH:4][N:3]=[CH:2]1, predict the reactants needed to synthesize it. The reactants are: [N:1]1([CH2:6][C:7]2[CH:8]=[CH:9][C:10](Br)=[N:11][CH:12]=2)[CH:5]=[CH:4][N:3]=[CH:2]1.[C:14]1(B(O)O)[CH:19]=[CH:18][CH:17]=[CH:16][CH:15]=1.